Dataset: Peptide-MHC class II binding affinity with 134,281 pairs from IEDB. Task: Regression. Given a peptide amino acid sequence and an MHC pseudo amino acid sequence, predict their binding affinity value. This is MHC class II binding data. (1) The peptide sequence is VAISRYLGKQFGLSG. The MHC is HLA-DQA10301-DQB10302 with pseudo-sequence HLA-DQA10301-DQB10302. The binding affinity (normalized) is 0.0559. (2) The peptide sequence is TSLYVRASGRVTVST. The MHC is DRB1_0101 with pseudo-sequence DRB1_0101. The binding affinity (normalized) is 0.831. (3) The peptide sequence is NLYKLHGGHVSCRVK. The MHC is DRB1_1301 with pseudo-sequence DRB1_1301. The binding affinity (normalized) is 0.787.